Task: Regression. Given two drug SMILES strings and cell line genomic features, predict the synergy score measuring deviation from expected non-interaction effect.. Dataset: NCI-60 drug combinations with 297,098 pairs across 59 cell lines (1) Drug 1: COC1=C2C(=CC3=C1OC=C3)C=CC(=O)O2. Drug 2: COCCOC1=C(C=C2C(=C1)C(=NC=N2)NC3=CC=CC(=C3)C#C)OCCOC.Cl. Cell line: OVCAR3. Synergy scores: CSS=-15.2, Synergy_ZIP=-0.778, Synergy_Bliss=-6.39, Synergy_Loewe=-34.0, Synergy_HSA=-25.5. (2) Drug 1: CC1C(C(CC(O1)OC2CC(CC3=C2C(=C4C(=C3O)C(=O)C5=C(C4=O)C(=CC=C5)OC)O)(C(=O)C)O)N)O.Cl. Drug 2: C1=CC=C(C=C1)NC(=O)CCCCCCC(=O)NO. Cell line: SK-MEL-5. Synergy scores: CSS=35.0, Synergy_ZIP=-6.14, Synergy_Bliss=4.25, Synergy_Loewe=-4.30, Synergy_HSA=2.94. (3) Drug 1: COC1=NC(=NC2=C1N=CN2C3C(C(C(O3)CO)O)O)N. Drug 2: CN(C(=O)NC(C=O)C(C(C(CO)O)O)O)N=O. Cell line: ACHN. Synergy scores: CSS=-4.18, Synergy_ZIP=3.26, Synergy_Bliss=1.75, Synergy_Loewe=-6.27, Synergy_HSA=-6.81. (4) Drug 1: CC12CCC3C(C1CCC2O)C(CC4=C3C=CC(=C4)O)CCCCCCCCCS(=O)CCCC(C(F)(F)F)(F)F. Drug 2: CC(C)NC(=O)C1=CC=C(C=C1)CNNC.Cl. Cell line: ACHN. Synergy scores: CSS=-1.68, Synergy_ZIP=1.14, Synergy_Bliss=0.495, Synergy_Loewe=-1.26, Synergy_HSA=-1.30. (5) Drug 1: CCC1=CC2CC(C3=C(CN(C2)C1)C4=CC=CC=C4N3)(C5=C(C=C6C(=C5)C78CCN9C7C(C=CC9)(C(C(C8N6C)(C(=O)OC)O)OC(=O)C)CC)OC)C(=O)OC.C(C(C(=O)O)O)(C(=O)O)O. Drug 2: CCCCCOC(=O)NC1=NC(=O)N(C=C1F)C2C(C(C(O2)C)O)O. Cell line: RXF 393. Synergy scores: CSS=34.4, Synergy_ZIP=-0.475, Synergy_Bliss=0.428, Synergy_Loewe=2.37, Synergy_HSA=2.55. (6) Drug 1: C1=NC2=C(N=C(N=C2N1C3C(C(C(O3)CO)O)F)Cl)N. Drug 2: N.N.Cl[Pt+2]Cl. Cell line: OVCAR-4. Synergy scores: CSS=42.9, Synergy_ZIP=0.636, Synergy_Bliss=1.73, Synergy_Loewe=-0.0362, Synergy_HSA=1.60. (7) Drug 1: CN1C(=O)N2C=NC(=C2N=N1)C(=O)N. Drug 2: CS(=O)(=O)CCNCC1=CC=C(O1)C2=CC3=C(C=C2)N=CN=C3NC4=CC(=C(C=C4)OCC5=CC(=CC=C5)F)Cl. Cell line: OVCAR3. Synergy scores: CSS=23.5, Synergy_ZIP=3.79, Synergy_Bliss=7.36, Synergy_Loewe=-15.1, Synergy_HSA=3.56.